From a dataset of Catalyst prediction with 721,799 reactions and 888 catalyst types from USPTO. Predict which catalyst facilitates the given reaction. (1) Reactant: [Cl:1][C:2]1[C:3]([C:22](=[O:31])[NH:23][C:24]2[CH:29]=[CH:28][CH:27]=[C:26]([F:30])[CH:25]=2)=[C:4]([NH:8][C:9](=O)[C@@H:10]([NH:13][C:14](=[O:20])[O:15][C:16]([CH3:19])([CH3:18])[CH3:17])[CH2:11][CH3:12])[CH:5]=[CH:6][CH:7]=1.C(N(CC)CC)C.C/C(/O[Si](C)(C)C)=N\[Si](C)(C)C. Product: [Cl:1][C:2]1[CH:7]=[CH:6][CH:5]=[C:4]2[C:3]=1[C:22](=[O:31])[N:23]([C:24]1[CH:29]=[CH:28][CH:27]=[C:26]([F:30])[CH:25]=1)[C:9]([C@@H:10]([NH:13][C:14](=[O:20])[O:15][C:16]([CH3:19])([CH3:18])[CH3:17])[CH2:11][CH3:12])=[N:8]2. The catalyst class is: 23. (2) Reactant: [Cl:1][C:2]1[CH:7]=[C:6]([Cl:8])[CH:5]=[CH:4][C:3]=1[CH:9]([C:14]1[C:22]2[C:17](=[C:18]([CH2:24][S:25][CH3:26])[CH:19]=[C:20]([F:23])[CH:21]=2)[NH:16][CH:15]=1)[CH2:10][CH2:11][C:12]#[N:13].ClC1C=CC=C(C(OO)=[O:35])C=1. Product: [Cl:1][C:2]1[CH:7]=[C:6]([Cl:8])[CH:5]=[CH:4][C:3]=1[CH:9]([C:14]1[C:22]2[C:17](=[C:18]([CH2:24][S:25]([CH3:26])=[O:35])[CH:19]=[C:20]([F:23])[CH:21]=2)[NH:16][CH:15]=1)[CH2:10][CH2:11][C:12]#[N:13]. The catalyst class is: 4. (3) Product: [Br:1][C:2]1[C:3]([S:22][C:23]2[C:24]3[CH2:32][NH:31][CH2:30][CH2:29][C:25]=3[N:26]=[CH:27][N:28]=2)=[CH:4][C:5]([NH:8][C:9]2[S:10][CH:11]=[C:12]([CH2:14][CH2:15][C:16]3[CH:17]=[CH:18][CH:19]=[CH:20][CH:21]=3)[N:13]=2)=[N:6][CH:7]=1. Reactant: [Br:1][C:2]1[C:3]([S:22][C:23]2[C:24]3[CH2:32][N:31](C(OC(C)(C)C)=O)[CH2:30][CH2:29][C:25]=3[N:26]=[CH:27][N:28]=2)=[CH:4][C:5]([NH:8][C:9]2[S:10][CH:11]=[C:12]([CH2:14][CH2:15][C:16]3[CH:21]=[CH:20][CH:19]=[CH:18][CH:17]=3)[N:13]=2)=[N:6][CH:7]=1.C([O-])(O)=O.[Na+]. The catalyst class is: 67. (4) Reactant: [C:1]([CH2:3][C:4]1[N:5]=[N:6][N:7]([C@@H:9]2[C@H:14]([NH:15][C:16]([C:18]3[NH:19][C:20]([CH3:25])=[C:21]([Cl:24])[C:22]=3[Cl:23])=[O:17])[CH2:13][CH2:12][N:11](C(OCC3C=CC=CC=3)=O)[CH2:10]2)[CH:8]=1)#[N:2]. Product: [Cl:23][C:22]1[C:21]([Cl:24])=[C:20]([CH3:25])[NH:19][C:18]=1[C:16]([NH:15][C@@H:14]1[CH2:13][CH2:12][NH:11][CH2:10][C@@H:9]1[N:7]1[CH:8]=[C:4]([CH2:3][C:1]#[N:2])[N:5]=[N:6]1)=[O:17]. The catalyst class is: 19.